The task is: Predict the product of the given reaction.. This data is from Forward reaction prediction with 1.9M reactions from USPTO patents (1976-2016). (1) Given the reactants C([O:4][C@@H:5]1[C@@H:10]([O:11]C(=O)C)[C@H:9]([O:15]C(=O)C)[C@@H:8]([CH2:19][O:20]C(=O)C)[O:7][C@H:6]1[O:24][C:25]1[C:29]([CH2:30][C:31]2[CH:36]=[CH:35][C:34]([O:37][CH2:38][CH2:39][NH2:40])=[CH:33][C:32]=2[CH3:41])=[C:28]([CH:42]([CH3:44])[CH3:43])[NH:27][N:26]=1)(=O)C.[NH2:45][C:46]([CH3:50])([CH3:49])[CH2:47][OH:48].NCCN1CC[O:57][CH2:56]C1, predict the reaction product. The product is: [C@@H:6]1([O:24][C:25]2[C:29]([CH2:30][C:31]3[CH:36]=[CH:35][C:34]([O:37][CH2:38][CH2:39][NH:40][C:56]([NH:45][C:46]([CH3:50])([CH3:49])[CH2:47][OH:48])=[O:57])=[CH:33][C:32]=3[CH3:41])=[C:28]([CH:42]([CH3:43])[CH3:44])[NH:27][N:26]=2)[O:7][C@H:8]([CH2:19][OH:20])[C@@H:9]([OH:15])[C@H:10]([OH:11])[C@H:5]1[OH:4]. (2) Given the reactants [ClH:1].CO[C:4](=O)[CH:5]([NH2:9])[CH2:6][C:7]#[CH:8].[N:11]#[C:12][NH2:13], predict the reaction product. The product is: [ClH:1].[CH2:6]([C:5]1[N:9]=[C:12]([NH2:13])[NH:11][CH:4]=1)[C:7]#[CH:8].